From a dataset of Forward reaction prediction with 1.9M reactions from USPTO patents (1976-2016). Predict the product of the given reaction. (1) Given the reactants [NH2:1][C:2]1[CH:3]=[C:4]2[C:9](=[C:10]([Cl:12])[CH:11]=1)[N:8]=[CH:7][C:6]([C:13]#[N:14])=[C:5]2[NH:15][C:16]1[CH:21]=[CH:20][C:19]([F:22])=[C:18]([Cl:23])[CH:17]=1.[CH2:24]([O:31][CH2:32][N:33]1[C:37]([CH:38]=O)=[C:36]([C:40]#[C:41][CH2:42][OH:43])[N:35]=[CH:34]1)[C:25]1[CH:30]=[CH:29][CH:28]=[CH:27][CH:26]=1.[BH3-]C#N.[Na+], predict the reaction product. The product is: [CH2:24]([O:31][CH2:32][N:33]1[C:37]([CH2:38][NH:1][C:2]2[CH:3]=[C:4]3[C:9](=[C:10]([Cl:12])[CH:11]=2)[N:8]=[CH:7][C:6]([C:13]#[N:14])=[C:5]3[NH:15][C:16]2[CH:21]=[CH:20][C:19]([F:22])=[C:18]([Cl:23])[CH:17]=2)=[C:36]([C:40]#[C:41][CH2:42][OH:43])[N:35]=[CH:34]1)[C:25]1[CH:30]=[CH:29][CH:28]=[CH:27][CH:26]=1. (2) Given the reactants [C:1]([C:3]1[CH:8]=[CH:7][C:6]([C:9]2[CH:10]=[N:11][N:12]([C:15]3[CH:23]=[CH:22][C:18]([C:19](O)=[O:20])=[CH:17][N:16]=3)[C:13]=2[OH:14])=[CH:5][CH:4]=1)#[N:2].CN(C(ON1N=NC2C=CC=NC1=2)=[N+](C)C)C.F[P-](F)(F)(F)(F)F.Cl.[CH3:49][O:50][CH2:51][C:52]1([NH2:56])[CH2:55][CH2:54][CH2:53]1.CCN(C(C)C)C(C)C, predict the reaction product. The product is: [C:1]([C:3]1[CH:8]=[CH:7][C:6]([C:9]2[CH:10]=[N:11][N:12]([C:15]3[CH:23]=[CH:22][C:18]([C:19]([NH:56][C:52]4([CH2:51][O:50][CH3:49])[CH2:55][CH2:54][CH2:53]4)=[O:20])=[CH:17][N:16]=3)[C:13]=2[OH:14])=[CH:5][CH:4]=1)#[N:2]. (3) Given the reactants [CH2:1]([N:3]([CH2:22][CH3:23])[CH2:4][CH2:5][N:6]1[CH2:11][CH2:10][C:9]2[NH:12][C:13]([CH2:19][OH:20])=[C:14]([C:15]([F:18])([F:17])[F:16])[C:8]=2[C:7]1=[O:21])[CH3:2].O.CC1C=CC(S(O)(=O)=O)=CC=1.I(C1C=CC=CC=1C(O)=O)(=O)=O, predict the reaction product. The product is: [CH2:22]([N:3]([CH2:1][CH3:2])[CH2:4][CH2:5][N:6]1[CH2:11][CH2:10][C:9]2[NH:12][C:13]([CH:19]=[O:20])=[C:14]([C:15]([F:16])([F:18])[F:17])[C:8]=2[C:7]1=[O:21])[CH3:23]. (4) Given the reactants [C:1]([OH:12])(=[O:11])[C:2]1[CH:10]=[C:8]([OH:9])[C:6]([OH:7])=[C:4]([OH:5])[CH:3]=1.[CH2:13](O)[CH2:14][CH2:15][CH2:16][CH2:17][CH2:18][CH2:19][CH2:20][CH2:21][CH3:22].C1(C)C=CC(S(O)(=O)=O)=CC=1, predict the reaction product. The product is: [C:1]([O:12][CH2:13][CH2:14][CH2:15][CH2:16][CH2:17][CH2:18][CH2:19][CH2:20][CH2:21][CH3:22])(=[O:11])[C:2]1[CH:10]=[C:8]([OH:9])[C:6]([OH:7])=[C:4]([OH:5])[CH:3]=1. (5) Given the reactants C(N(CC)C(C)C)(C)C.[Cl:10][C:11]1[N:16]=[N:15][C:14]([NH:17][S:18]([C:21]2[CH:26]=[CH:25][C:24]([CH3:27])=[CH:23][CH:22]=2)(=[O:20])=[O:19])=[CH:13][CH:12]=1.I[CH2:29][C:30]([NH2:32])=[O:31], predict the reaction product. The product is: [Cl:10][C:11]1[CH:12]=[CH:13][C:14](=[N:17][S:18]([C:21]2[CH:26]=[CH:25][C:24]([CH3:27])=[CH:23][CH:22]=2)(=[O:20])=[O:19])[N:15]([CH2:29][C:30]([NH2:32])=[O:31])[N:16]=1. (6) Given the reactants [CH3:1][O:2][C:3]1[CH:8]=[CH:7][N:6]=[C:5]([NH2:9])[CH:4]=1.C[Si](C)(C)[N-][Si](C)(C)C.[Li+].[C:20](O[C:20]([O:22][C:23]([CH3:26])([CH3:25])[CH3:24])=[O:21])([O:22][C:23]([CH3:26])([CH3:25])[CH3:24])=[O:21].O, predict the reaction product. The product is: [CH3:1][O:2][C:3]1[CH:8]=[CH:7][N:6]=[C:5]([NH:9][C:20](=[O:21])[O:22][C:23]([CH3:26])([CH3:25])[CH3:24])[CH:4]=1.